Dataset: Forward reaction prediction with 1.9M reactions from USPTO patents (1976-2016). Task: Predict the product of the given reaction. The product is: [Cl:1][C@H:2]1[C@H:6]([CH2:7][CH2:8][CH2:9][CH2:10][CH2:11][CH2:12][C:13]([O:15][CH2:16][CH2:17][CH3:18])=[O:14])[C@@H:5](/[CH:19]=[CH:20]/[C@@H:21]([OH:28])[CH2:22][CH2:23][CH2:24][C@H:25]([OH:27])[CH3:26])[C@H:4]([OH:29])[CH2:3]1. Given the reactants [Cl:1][C@H:2]1[C@H:6]([CH2:7][CH2:8][CH2:9][CH2:10][CH2:11][CH2:12][C:13]([O:15][CH2:16][CH2:17][CH3:18])=[O:14])[C@@H:5](/[CH:19]=[CH:20]/[C@@H:21]([OH:28])[CH2:22][CH2:23][CH2:24][C@H:25]([OH:27])[CH3:26])[C@H:4]([O:29]C2CCCCO2)[CH2:3]1.C1(C)C=CC(S([O-])(=O)=O)=CC=1.[NH+]1C=CC=CC=1, predict the reaction product.